This data is from Reaction yield outcomes from USPTO patents with 853,638 reactions. The task is: Predict the reaction yield, written as a fraction of the theoretical maximum amount of product (1.0 means a 100% yield; for example, 0.34 means a 34% yield). The reactants are N#N.II.Br[C:6]1[CH:11]=[CH:10][CH:9]=[CH:8][C:7]=1[CH2:12][CH3:13].[O:14]1[CH2:16][CH2:15]1. The catalyst is C1COCC1. The product is [CH2:12]([C:7]1[CH:8]=[CH:9][CH:10]=[CH:11][C:6]=1[CH2:16][CH2:15][OH:14])[CH3:13]. The yield is 0.630.